This data is from Catalyst prediction with 721,799 reactions and 888 catalyst types from USPTO. The task is: Predict which catalyst facilitates the given reaction. (1) Reactant: C(OC(=O)[NH:7][C:8]1[S:9][C:10]2[CH:37]=[CH:36][CH:35]=[CH:34][C:11]=2[C:12]=1[C:13]([N:15]1[CH2:20][CH2:19][CH:18]([N:21]2[CH2:33][CH2:32][CH2:31][C:23]3([C:27](=[O:28])[N:26]([CH2:29][CH3:30])[CH2:25][CH2:24]3)[CH2:22]2)[CH2:17][CH2:16]1)=[O:14])(C)(C)C.C(=O)([O-])O.[Na+]. Product: [NH2:7][C:8]1[S:9][C:10]2[CH:37]=[CH:36][CH:35]=[CH:34][C:11]=2[C:12]=1[C:13]([N:15]1[CH2:16][CH2:17][CH:18]([N:21]2[CH2:33][CH2:32][CH2:31][C:23]3([C:27](=[O:28])[N:26]([CH2:29][CH3:30])[CH2:25][CH2:24]3)[CH2:22]2)[CH2:19][CH2:20]1)=[O:14]. The catalyst class is: 55. (2) Product: [CH:1]1([N:7]2[C:12](=[O:13])[C:11]([C:42]([NH:41][CH2:44][C:45]([OH:47])=[O:46])=[O:43])=[C:10]([OH:14])[N:9]([CH:15]3[CH2:20][CH2:19][NH:18][CH2:17][CH2:16]3)[C:8]2=[O:31])[CH2:2][CH2:3][CH2:4][CH2:5][CH2:6]1. The catalyst class is: 22. Reactant: [CH:1]1([N:7]2[C:12](=[O:13])[CH2:11][C:10](=[O:14])[N:9]([CH:15]3[CH2:20][CH2:19][N:18](C(OCC4C=CC=CC=4)=O)[CH2:17][CH2:16]3)[C:8]2=[O:31])[CH2:6][CH2:5][CH2:4][CH2:3][CH2:2]1.C(N(C(C)C)CC)(C)C.[N:41]([CH2:44][C:45]([O:47]CC)=[O:46])=[C:42]=[O:43].